Dataset: Full USPTO retrosynthesis dataset with 1.9M reactions from patents (1976-2016). Task: Predict the reactants needed to synthesize the given product. (1) Given the product [CH2:1]([O:8][C:9]([N:11]1[CH2:16][CH2:15][CH:14]([NH:17][C:18]([C@@H:20]2[CH2:25][CH2:24][C@@H:23]([NH:26][O:27][CH2:28][C:29]3[CH:34]=[CH:33][CH:32]=[CH:31][CH:30]=3)[CH2:22][NH:21]2)=[O:19])[CH2:13][CH2:12]1)=[O:10])[C:2]1[CH:7]=[CH:6][CH:5]=[CH:4][CH:3]=1, predict the reactants needed to synthesize it. The reactants are: [CH2:1]([O:8][C:9]([N:11]1[CH2:16][CH2:15][CH:14]([NH:17][C:18]([C@@H:20]2[CH2:25][CH2:24][C:23](=[N:26][O:27][CH2:28][C:29]3[CH:34]=[CH:33][CH:32]=[CH:31][CH:30]=3)[CH2:22][NH:21]2)=[O:19])[CH2:13][CH2:12]1)=[O:10])[C:2]1[CH:7]=[CH:6][CH:5]=[CH:4][CH:3]=1.S(=O)(=O)(O)O.[BH4-].[Na+].C(=O)([O-])O.[Na+]. (2) The reactants are: Br[C:2]1[C:3]([CH3:19])=[N:4][N:5]([CH2:14][C:15]([F:18])([F:17])[CH3:16])[C:6]=1[C:7]1[CH:12]=[CH:11][C:10]([F:13])=[CH:9][CH:8]=1.[Cl:20][C:21]1[C:30]2[O:29][CH2:28][C:27](=[O:31])[NH:26][C:25]=2[CH:24]=[C:23](B2OC(C)(C)C(C)(C)O2)[CH:22]=1.C(=O)([O-])[O-].[Cs+].[Cs+]. Given the product [Cl:20][C:21]1[C:30]2[O:29][CH2:28][C:27](=[O:31])[NH:26][C:25]=2[CH:24]=[C:23]([C:2]2[C:3]([CH3:19])=[N:4][N:5]([CH2:14][C:15]([F:18])([F:17])[CH3:16])[C:6]=2[C:7]2[CH:12]=[CH:11][C:10]([F:13])=[CH:9][CH:8]=2)[CH:22]=1, predict the reactants needed to synthesize it. (3) Given the product [C:1]([O:5][C:6](=[O:27])[CH2:7][CH2:8][C:9]1[CH:14]=[CH:13][C:12]([O:15][CH2:29][CH2:30][CH2:31][O:32][C:33]2[CH:38]=[CH:37][C:36]([C:39]3[CH:44]=[CH:43][CH:42]=[CH:41][CH:40]=3)=[CH:35][CH:34]=2)=[CH:11][C:10]=1[CH2:16][O:17][C:18](=[O:26])[NH:19][CH:20]1[CH2:25][CH2:24][CH2:23][CH2:22][CH2:21]1)([CH3:4])([CH3:2])[CH3:3], predict the reactants needed to synthesize it. The reactants are: [C:1]([O:5][C:6](=[O:27])[CH2:7][CH2:8][C:9]1[CH:14]=[CH:13][C:12]([OH:15])=[CH:11][C:10]=1[CH2:16][O:17][C:18](=[O:26])[NH:19][CH:20]1[CH2:25][CH2:24][CH2:23][CH2:22][CH2:21]1)([CH3:4])([CH3:3])[CH3:2].Br[CH2:29][CH2:30][CH2:31][O:32][C:33]1[CH:38]=[CH:37][C:36]([C:39]2[CH:44]=[CH:43][CH:42]=[CH:41][CH:40]=2)=[CH:35][CH:34]=1.C(=O)([O-])[O-].[K+].[K+].C(OCC)(=O)C. (4) Given the product [Cl:6][C:7]1[CH:8]=[C:9]([CH:32]=[CH:33][C:34]=1[F:35])[NH:10][C:11]1[C:20]2[C:15](=[CH:16][C:17]([O:27][CH2:28][CH2:29][CH2:30][N:1]3[CH2:5][CH2:4][CH2:3][CH2:2]3)=[CH:18][C:19]=2[O:21][CH:22]2[CH2:26][CH2:25][O:24][CH2:23]2)[N:14]=[CH:13][N:12]=1, predict the reactants needed to synthesize it. The reactants are: [NH:1]1[CH2:5][CH2:4][CH2:3][CH2:2]1.[Cl:6][C:7]1[CH:8]=[C:9]([CH:32]=[CH:33][C:34]=1[F:35])[NH:10][C:11]1[C:20]2[C:15](=[CH:16][C:17]([O:27][CH2:28][CH2:29][CH2:30]Cl)=[CH:18][C:19]=2[O:21][CH:22]2[CH2:26][CH2:25][O:24][CH2:23]2)[N:14]=[CH:13][N:12]=1. (5) Given the product [CH3:2][O:3][C:4]([C@H:6]1[NH:23][C:22](=[O:24])[C@H:21]([CH2:25][CH:26]([CH3:28])[CH3:27])[NH:20][C:19](=[O:29])[C@@H:18]([NH:30][C:34]([O:36][CH2:37][C:38]2[CH:43]=[CH:42][CH:41]=[CH:40][CH:39]=2)=[O:35])[CH2:17][C:16]2=[CH:31][CH:32]=[C:13]([CH:14]=[CH:15]2)[O:12][CH2:11][CH2:10][CH2:9][CH2:8][CH2:7]1)=[O:5], predict the reactants needed to synthesize it. The reactants are: Cl.[CH3:2][O:3][C:4]([C@H:6]1[NH:23][C:22](=[O:24])[C@H:21]([CH2:25][CH:26]([CH3:28])[CH3:27])[NH:20][C:19](=[O:29])[C@@H:18]([NH2:30])[CH2:17][C:16]2=[CH:31][CH:32]=[C:13]([CH:14]=[CH:15]2)[O:12][CH2:11][CH2:10][CH2:9][CH2:8][CH2:7]1)=[O:5].Cl[C:34]([O:36][CH2:37][C:38]1[CH:43]=[CH:42][CH:41]=[CH:40][CH:39]=1)=[O:35].CCN(C(C)C)C(C)C.CCOC(C)=O.C(Cl)Cl. (6) Given the product [NH2:16][C:6]1[CH:5]=[C:4]([C:1](=[O:3])[CH3:2])[CH:15]=[CH:14][C:7]=1[CH:8]=[N:9][NH:10][C:11]1[S:13][CH:18]=[C:19]([C:21]2[CH:26]=[CH:25][CH:24]=[CH:23][CH:22]=2)[N:12]=1, predict the reactants needed to synthesize it. The reactants are: [C:1]([C:4]1[CH:15]=[CH:14][C:7]([CH:8]=[N:9][NH:10][C:11](=[S:13])[NH2:12])=[C:6]([NH2:16])[CH:5]=1)(=[O:3])[CH3:2].Br[CH2:18][C:19]([C:21]1[CH:26]=[CH:25][CH:24]=[CH:23][CH:22]=1)=O.